From a dataset of Forward reaction prediction with 1.9M reactions from USPTO patents (1976-2016). Predict the product of the given reaction. (1) Given the reactants [O:1]1[CH:5]=[CH:4][CH:3]=[C:2]1[C:6]([NH:8][CH2:9][C:10]([OH:12])=[O:11])=O.C([O-])(=O)C.[Na+].[C:18]1([C:24]2[O:28][C:27]([CH:29]=O)=[CH:26][CH:25]=2)[CH:23]=[CH:22][CH:21]=[CH:20][CH:19]=1, predict the reaction product. The product is: [O:1]1[CH:5]=[CH:4][CH:3]=[C:2]1[C:6]1[O:12][C:10](=[O:11])/[C:9](=[CH:29]/[C:27]2[O:28][C:24]([C:18]3[CH:19]=[CH:20][CH:21]=[CH:22][CH:23]=3)=[CH:25][CH:26]=2)/[N:8]=1. (2) Given the reactants [F:1][C:2]1[CH:7]=[CH:6][C:5]([N:8]2[C:11](=[O:12])[CH:10]([CH2:13][CH2:14][CH:15]([OH:22])[C:16]3[CH:21]=[CH:20][CH:19]=[CH:18][CH:17]=3)[CH:9]2[C:23]2[CH:30]=[CH:29][C:26]([C:27]#[N:28])=[CH:25][CH:24]=2)=[CH:4][CH:3]=1.N.[H][H].ClCCl.CO, predict the reaction product. The product is: [NH2:28][CH2:27][C:26]1[CH:29]=[CH:30][C:23]([CH:9]2[N:8]([C:5]3[CH:6]=[CH:7][C:2]([F:1])=[CH:3][CH:4]=3)[C:11](=[O:12])[CH:10]2[CH2:13][CH2:14][CH:15]([OH:22])[C:16]2[CH:17]=[CH:18][CH:19]=[CH:20][CH:21]=2)=[CH:24][CH:25]=1. (3) Given the reactants C(=O)([O-])[O-].[Ca+2].[C:6](Cl)(Cl)=[S:7].ClCCl.O.[NH2:14][C:15]1[CH:20]=[CH:19][C:18]([C:21]([N:23]2[CH2:28][CH2:27][O:26][CH2:25][CH2:24]2)=[O:22])=[CH:17][CH:16]=1, predict the reaction product. The product is: [N:14]([C:15]1[CH:16]=[CH:17][C:18]([C:21]([N:23]2[CH2:24][CH2:25][O:26][CH2:27][CH2:28]2)=[O:22])=[CH:19][CH:20]=1)=[C:6]=[S:7]. (4) Given the reactants [N+](C1C=CC(O[C:9]([O:11][C:12]2[CH:13]=[N:14][CH:15]=[C:16]([CH:21]=2)[C:17]([O:19][CH3:20])=[O:18])=[O:10])=CC=1)([O-])=O.C(#N)C.Cl.Cl.[CH3:29][C:30]1[CH:35]=[CH:34][CH:33]=[C:32]([N:36]2[CH2:41][CH2:40][CH:39]([CH2:42][CH2:43][CH:44]3[CH2:49][CH2:48][NH:47][CH2:46][CH2:45]3)[CH2:38][CH2:37]2)[N:31]=1, predict the reaction product. The product is: [CH3:29][C:30]1[N:31]=[C:32]([N:36]2[CH2:41][CH2:40][CH:39]([CH2:42][CH2:43][CH:44]3[CH2:49][CH2:48][N:47]([C:9]([O:11][C:12]4[CH:13]=[N:14][CH:15]=[C:16]([CH:21]=4)[C:17]([O:19][CH3:20])=[O:18])=[O:10])[CH2:46][CH2:45]3)[CH2:38][CH2:37]2)[CH:33]=[CH:34][CH:35]=1. (5) Given the reactants [Br:1][C:2]1[CH:10]=[CH:9][CH:8]=[C:7]2[C:3]=1[C:4]([CH:11]=O)=[CH:5][NH:6]2.[H-].[H-].[H-].[H-].[Li+].[Al+3], predict the reaction product. The product is: [Br:1][C:2]1[CH:10]=[CH:9][CH:8]=[C:7]2[C:3]=1[C:4]([CH3:11])=[CH:5][NH:6]2.